This data is from Tyrosyl-DNA phosphodiesterase HTS with 341,365 compounds. The task is: Binary Classification. Given a drug SMILES string, predict its activity (active/inactive) in a high-throughput screening assay against a specified biological target. (1) The compound is O1C(C(Oc2ccc(cc2)c2ccccc2)C=CC1c1ccc(cc1)C(=O)C)COC(OCC)=O. The result is 0 (inactive). (2) The drug is Clc1cc(NC(=O)CCN2CC(CC(C2)C)C)ccc1. The result is 0 (inactive). (3) The drug is O=C(Nc1cc(CC)ccc1)CCn1nc(cc1C)C. The result is 0 (inactive). (4) The drug is O1C(COc2c1cccc2)C(OCn1nnc2c(c1=O)cccc2)=O. The result is 0 (inactive). (5) The compound is O=[n+]1c2CCCCCc2n([O-])c(c1C)C. The result is 0 (inactive).